The task is: Predict the reaction yield, written as a fraction of the theoretical maximum amount of product (1.0 means a 100% yield; for example, 0.34 means a 34% yield).. This data is from Reaction yield outcomes from USPTO patents with 853,638 reactions. The reactants are [CH3:1][S:2](Cl)(=[O:4])=[O:3].[OH:6][CH2:7][CH2:8][C:9]1[CH:16]=[CH:15][C:12]([C:13]#[N:14])=[CH:11][CH:10]=1.C(N(CC)CC)C.O. The catalyst is C(Cl)Cl. The product is [CH3:1][S:2]([O:6][CH2:7][CH2:8][C:9]1[CH:16]=[CH:15][C:12]([C:13]#[N:14])=[CH:11][CH:10]=1)(=[O:4])=[O:3]. The yield is 1.00.